Dataset: Forward reaction prediction with 1.9M reactions from USPTO patents (1976-2016). Task: Predict the product of the given reaction. (1) Given the reactants [O:1]1[CH2:5][CH2:4][CH:3]([CH2:6][NH:7][C:8]([C:10]2[S:11][C:12]([C:15]#[C:16][CH2:17][CH2:18][CH3:19])=[N:13][N:14]=2)=[O:9])[CH2:2]1, predict the reaction product. The product is: [O:1]1[CH2:5][CH2:4][CH:3]([CH2:6][NH:7][C:8]([C:10]2[S:11][C:12]([CH2:15][CH2:16][CH2:17][CH2:18][CH3:19])=[N:13][N:14]=2)=[O:9])[CH2:2]1. (2) Given the reactants [CH3:1][Si:2]([CH3:17])([CH3:16])[CH2:3][CH2:4][O:5][CH2:6][N:7]1[CH:11]=[C:10]([C:12]([O:14][CH3:15])=[O:13])[N:9]=[CH:8]1.C1C(=O)N([Br:25])C(=O)C1, predict the reaction product. The product is: [Br:25][C:8]1[N:7]([CH2:6][O:5][CH2:4][CH2:3][Si:2]([CH3:16])([CH3:17])[CH3:1])[CH:11]=[C:10]([C:12]([O:14][CH3:15])=[O:13])[N:9]=1. (3) Given the reactants [CH3:1][O:2][C:3]1[N:8]=[CH:7][C:6]([N:9]2[C:13]([C:14]3[CH:19]=[CH:18][CH:17]=[CH:16][N:15]=3)=[CH:12][C:11]([C:20]([OH:22])=O)=[N:10]2)=[CH:5][CH:4]=1.S(C1C=CC(C)=CC=1)(O)(=O)=O.[F:34][C@H:35]1[CH2:37][C@H:36]1[NH2:38], predict the reaction product. The product is: [F:34][C@H:35]1[CH2:37][C@H:36]1[NH:38][C:20]([C:11]1[CH:12]=[C:13]([C:14]2[CH:19]=[CH:18][CH:17]=[CH:16][N:15]=2)[N:9]([C:6]2[CH:7]=[N:8][C:3]([O:2][CH3:1])=[CH:4][CH:5]=2)[N:10]=1)=[O:22].